Dataset: NCI-60 drug combinations with 297,098 pairs across 59 cell lines. Task: Regression. Given two drug SMILES strings and cell line genomic features, predict the synergy score measuring deviation from expected non-interaction effect. (1) Drug 1: C1=CN(C(=O)N=C1N)C2C(C(C(O2)CO)O)O.Cl. Drug 2: CC12CCC3C(C1CCC2O)C(CC4=C3C=CC(=C4)O)CCCCCCCCCS(=O)CCCC(C(F)(F)F)(F)F. Cell line: LOX IMVI. Synergy scores: CSS=36.7, Synergy_ZIP=6.79, Synergy_Bliss=6.00, Synergy_Loewe=-19.3, Synergy_HSA=5.18. (2) Drug 1: CCC1=CC2CC(C3=C(CN(C2)C1)C4=CC=CC=C4N3)(C5=C(C=C6C(=C5)C78CCN9C7C(C=CC9)(C(C(C8N6C)(C(=O)OC)O)OC(=O)C)CC)OC)C(=O)OC.C(C(C(=O)O)O)(C(=O)O)O. Drug 2: C1CC(C1)(C(=O)O)C(=O)O.[NH2-].[NH2-].[Pt+2]. Cell line: OVCAR-4. Synergy scores: CSS=28.6, Synergy_ZIP=-12.4, Synergy_Bliss=-3.07, Synergy_Loewe=-6.26, Synergy_HSA=0.00733. (3) Drug 1: C1CN1C2=NC(=NC(=N2)N3CC3)N4CC4. Drug 2: CC1C(C(CC(O1)OC2CC(CC3=C2C(=C4C(=C3O)C(=O)C5=C(C4=O)C(=CC=C5)OC)O)(C(=O)C)O)N)O.Cl. Cell line: M14. Synergy scores: CSS=49.6, Synergy_ZIP=-3.47, Synergy_Bliss=-5.17, Synergy_Loewe=-2.60, Synergy_HSA=-0.953. (4) Drug 2: CC1=C(C(=O)C2=C(C1=O)N3CC4C(C3(C2COC(=O)N)OC)N4)N. Synergy scores: CSS=31.4, Synergy_ZIP=-3.66, Synergy_Bliss=-5.02, Synergy_Loewe=-3.77, Synergy_HSA=-2.99. Drug 1: CC(C1=C(C=CC(=C1Cl)F)Cl)OC2=C(N=CC(=C2)C3=CN(N=C3)C4CCNCC4)N. Cell line: LOX IMVI. (5) Drug 1: CN1CCC(CC1)COC2=C(C=C3C(=C2)N=CN=C3NC4=C(C=C(C=C4)Br)F)OC. Drug 2: CN1C(=O)N2C=NC(=C2N=N1)C(=O)N. Cell line: K-562. Synergy scores: CSS=27.6, Synergy_ZIP=3.18, Synergy_Bliss=4.98, Synergy_Loewe=-38.2, Synergy_HSA=1.21. (6) Drug 1: C1=C(C(=O)NC(=O)N1)N(CCCl)CCCl. Drug 2: CCCCCOC(=O)NC1=NC(=O)N(C=C1F)C2C(C(C(O2)C)O)O. Cell line: OVCAR-8. Synergy scores: CSS=13.0, Synergy_ZIP=-9.04, Synergy_Bliss=-5.41, Synergy_Loewe=-23.7, Synergy_HSA=-5.82.